This data is from Catalyst prediction with 721,799 reactions and 888 catalyst types from USPTO. The task is: Predict which catalyst facilitates the given reaction. (1) Reactant: Cl[C:2]1[C:7]([C:8]2[N:13]=[CH:12][N:11]=[C:10]([NH:14][CH2:15][C:16]3[CH:21]=[CH:20][C:19]([O:22][CH3:23])=[CH:18][C:17]=3[O:24][CH3:25])[CH:9]=2)=[CH:6][CH:5]=[CH:4][N:3]=1.[C:26]([O:30][C:31](=[O:41])[NH:32][C:33]1[CH:38]=[CH:37][C:36]([CH3:39])=[C:35]([NH2:40])[CH:34]=1)([CH3:29])([CH3:28])[CH3:27].CC(C)([O-])C.[K+]. Product: [C:26]([O:30][C:31](=[O:41])[NH:32][C:33]1[CH:38]=[CH:37][C:36]([CH3:39])=[C:35]([NH:40][C:2]2[C:7]([C:8]3[CH:9]=[C:10]([NH:14][CH2:15][C:16]4[CH:21]=[CH:20][C:19]([O:22][CH3:23])=[CH:18][C:17]=4[O:24][CH3:25])[N:11]=[CH:12][N:13]=3)=[CH:6][CH:5]=[CH:4][N:3]=2)[CH:34]=1)([CH3:29])([CH3:27])[CH3:28]. The catalyst class is: 584. (2) Reactant: NC(=O)[CH2:3][N:4]1[C:8]2=[N:9][CH:10]=[C:11]([C:13]3[C:21]4[C:16](=[CH:17][C:18]([F:22])=[CH:19][CH:20]=4)[N:15](C(OC(C)(C)C)=O)[CH:14]=3)[CH:12]=[C:7]2[NH:6][C:5]1=[O:30].Cl.CC[O:35][C:36](C)=[O:37]. Product: [F:22][C:18]1[CH:17]=[C:16]2[C:21]([C:13]([C:11]3[CH:12]=[C:7]4[NH:6][C:5](=[O:30])[N:4]([CH2:3][C:36]([OH:37])=[O:35])[C:8]4=[N:9][CH:10]=3)=[CH:14][NH:15]2)=[CH:20][CH:19]=1. The catalyst class is: 5. (3) Reactant: C([O:3][C:4](=[O:42])[CH2:5][N:6]([CH2:35][C:36]1[CH:41]=[CH:40][CH:39]=[CH:38][CH:37]=1)[CH2:7][C:8]1[O:9][CH:10]=[C:11]([C:13]2[CH:18]=[CH:17][C:16]([N:19]([CH3:34])[CH2:20][C:21]3[CH:26]=[CH:25][C:24]([CH:27]([CH2:31][CH2:32][CH3:33])[CH2:28][CH2:29][CH3:30])=[CH:23][CH:22]=3)=[CH:15][CH:14]=2)[N:12]=1)C.CO.[OH-].[Na+].Cl. Product: [CH2:35]([N:6]([CH2:5][C:4]([OH:42])=[O:3])[CH2:7][C:8]1[O:9][CH:10]=[C:11]([C:13]2[CH:18]=[CH:17][C:16]([N:19]([CH3:34])[CH2:20][C:21]3[CH:22]=[CH:23][C:24]([CH:27]([CH2:31][CH2:32][CH3:33])[CH2:28][CH2:29][CH3:30])=[CH:25][CH:26]=3)=[CH:15][CH:14]=2)[N:12]=1)[C:36]1[CH:41]=[CH:40][CH:39]=[CH:38][CH:37]=1. The catalyst class is: 30. (4) The catalyst class is: 449. Reactant: [Cl:1][C:2]1[CH:11]=[C:10]([C:12](=O)[CH3:13])[C:9]([N:15]2[CH2:20][CH2:19][N:18]([C:21]([CH:23]3[CH2:26][CH2:25][CH2:24]3)=[O:22])[CH2:17][CH2:16]2)=[C:8]2[C:3]=1[CH:4]=[CH:5][CH:6]=[N:7]2.C([O-])(=O)C.[NH4+].C([BH3-])#[N:33].[Na+].O1CCCC1. Product: [Cl:1][C:2]1[CH:11]=[C:10]([CH:12]([NH2:33])[CH3:13])[C:9]([N:15]2[CH2:20][CH2:19][N:18]([C:21]([CH:23]3[CH2:26][CH2:25][CH2:24]3)=[O:22])[CH2:17][CH2:16]2)=[C:8]2[C:3]=1[CH:4]=[CH:5][CH:6]=[N:7]2. (5) The catalyst class is: 7. Product: [NH:35]1[C:43]2[C:38](=[CH:39][CH:40]=[C:41]([CH2:44][C:45]([NH:7][CH2:6][C:5]#[CH:4])=[O:47])[CH:42]=2)[CH:37]=[CH:36]1. Reactant: O[C:5]1[C:6]2[N:7]=N[NH:7][C:6]=2[CH:5]=[CH:4][CH:4]=1.C(N1CCOCC1)C.C(N)C#C.Cl.CN(C)CCCN=C=NCC.[NH:35]1[C:43]2[C:38](=[CH:39][CH:40]=[C:41]([CH2:44][C:45]([OH:47])=O)[CH:42]=2)[CH:37]=[CH:36]1.